From a dataset of Full USPTO retrosynthesis dataset with 1.9M reactions from patents (1976-2016). Predict the reactants needed to synthesize the given product. (1) Given the product [C:36]1([CH:16]([C:10]2[CH:11]=[CH:12][CH:13]=[CH:14][CH:15]=2)[O:17][C:18]2[CH:23]=[CH:22][C:21]([CH2:24][N:25]([CH2:6][C:5]3[CH:8]=[CH:9][C:2]([F:1])=[CH:3][CH:4]=3)[CH2:26][C:27]3[NH:28][CH:29]=[C:30]([C:32]([F:35])([F:34])[F:33])[N:31]=3)=[CH:20][CH:19]=2)[CH:37]=[CH:38][CH:39]=[CH:40][CH:41]=1, predict the reactants needed to synthesize it. The reactants are: [F:1][C:2]1[CH:9]=[CH:8][C:5]([CH2:6]Cl)=[CH:4][CH:3]=1.[C:10]1([CH:16]([C:36]2[CH:41]=[CH:40][CH:39]=[CH:38][CH:37]=2)[O:17][C:18]2[CH:23]=[CH:22][C:21]([CH2:24][NH:25][CH2:26][C:27]3[NH:28][CH:29]=[C:30]([C:32]([F:35])([F:34])[F:33])[N:31]=3)=[CH:20][CH:19]=2)[CH:15]=[CH:14][CH:13]=[CH:12][CH:11]=1.C(=O)([O-])[O-].[K+].[K+]. (2) Given the product [Br:5][C:6]1[CH:12]=[C:11]([O:13][CH3:14])[CH:10]=[C:9]([Br:15])[C:7]=1[N:8]=[C:1]=[S:2], predict the reactants needed to synthesize it. The reactants are: [C:1](Cl)(Cl)=[S:2].[Br:5][C:6]1[CH:12]=[C:11]([O:13][CH3:14])[CH:10]=[C:9]([Br:15])[C:7]=1[NH2:8].